This data is from Peptide-MHC class I binding affinity with 185,985 pairs from IEDB/IMGT. The task is: Regression. Given a peptide amino acid sequence and an MHC pseudo amino acid sequence, predict their binding affinity value. This is MHC class I binding data. (1) The peptide sequence is APGKGLEWV. The MHC is HLA-B54:01 with pseudo-sequence HLA-B54:01. The binding affinity (normalized) is 0. (2) The peptide sequence is ESDKGSSQS. The MHC is HLA-A11:01 with pseudo-sequence HLA-A11:01. The binding affinity (normalized) is 0.0847. (3) The peptide sequence is CYWSPLSHP. The MHC is H-2-Kd with pseudo-sequence H-2-Kd. The binding affinity (normalized) is 0.717. (4) The peptide sequence is ELRSRYWAI. The MHC is HLA-B58:01 with pseudo-sequence HLA-B58:01. The binding affinity (normalized) is 0.0847. (5) The peptide sequence is GAPWKIWML. The MHC is HLA-B48:01 with pseudo-sequence HLA-B48:01. The binding affinity (normalized) is 0.0847. (6) The peptide sequence is MRRSRPSGDLR. The MHC is Mamu-B08 with pseudo-sequence Mamu-B08. The binding affinity (normalized) is 0.202. (7) The peptide sequence is FDAATTGSL. The MHC is HLA-B44:03 with pseudo-sequence HLA-B44:03. The binding affinity (normalized) is 0.0105. (8) The peptide sequence is VLFVKKMLPK. The MHC is HLA-A03:01 with pseudo-sequence HLA-A03:01. The binding affinity (normalized) is 0.817.